Dataset: Peptide-MHC class I binding affinity with 185,985 pairs from IEDB/IMGT. Task: Regression. Given a peptide amino acid sequence and an MHC pseudo amino acid sequence, predict their binding affinity value. This is MHC class I binding data. (1) The peptide sequence is FPLTQRDVL. The MHC is HLA-B57:01 with pseudo-sequence HLA-B57:01. The binding affinity (normalized) is 0.0847. (2) The peptide sequence is IPDWQDYTSG. The MHC is Mamu-A2201 with pseudo-sequence Mamu-A2201. The binding affinity (normalized) is 0.0392. (3) The peptide sequence is GPSPSHKSV. The MHC is HLA-A69:01 with pseudo-sequence HLA-A69:01. The binding affinity (normalized) is 0.0847. (4) The peptide sequence is ETDVMTRGQ. The MHC is HLA-B08:01 with pseudo-sequence HLA-B08:01. The binding affinity (normalized) is 0.0847. (5) The peptide sequence is ATDALMTGF. The MHC is HLA-A01:01 with pseudo-sequence HLA-A01:01. The binding affinity (normalized) is 0.608. (6) The peptide sequence is RMMETQTSTWF. The MHC is Mamu-B01 with pseudo-sequence Mamu-B01. The binding affinity (normalized) is 0.0783.